From a dataset of Forward reaction prediction with 1.9M reactions from USPTO patents (1976-2016). Predict the product of the given reaction. Given the reactants [Cl:1]N1C(=O)CCC1=O.[Br:9][C:10]1[CH:15]=[CH:14][C:13]([C:16]2[N:17]=[C:18]([NH:21][C@@H:22]([CH2:25][CH3:26])[CH2:23][OH:24])[S:19][CH:20]=2)=[CH:12][CH:11]=1, predict the reaction product. The product is: [Br:9][C:10]1[CH:11]=[CH:12][C:13]([C:16]2[N:17]=[C:18]([NH:21][C@@H:22]([CH2:25][CH3:26])[CH2:23][OH:24])[S:19][C:20]=2[Cl:1])=[CH:14][CH:15]=1.